The task is: Regression. Given a peptide amino acid sequence and an MHC pseudo amino acid sequence, predict their binding affinity value. This is MHC class II binding data.. This data is from Peptide-MHC class II binding affinity with 134,281 pairs from IEDB. (1) The peptide sequence is LTEHGCNRLKRMAVS. The MHC is HLA-DQA10201-DQB10402 with pseudo-sequence HLA-DQA10201-DQB10402. The binding affinity (normalized) is 0. (2) The peptide sequence is GIRHLFGNYITNDSY. The MHC is DRB1_1302 with pseudo-sequence DRB1_1302. The binding affinity (normalized) is 0.818.